Dataset: Reaction yield outcomes from USPTO patents with 853,638 reactions. Task: Predict the reaction yield, written as a fraction of the theoretical maximum amount of product (1.0 means a 100% yield; for example, 0.34 means a 34% yield). (1) The product is [CH2:8]([C:7]1[CH:6]=[C:5]([CH2:4][CH2:3][CH2:2][Br:1])[CH:10]=[CH:9][C:19]=1[OH:22])[C:9]1[CH:10]=[C:5]([CH2:4][CH2:3][CH2:2][Br:1])[CH:6]=[CH:7][C:8]=1[OH:11]. The reactants are [Br:1][CH2:2][CH2:3][CH2:4][C:5]1[CH:10]=[CH:9][C:8]([OH:11])=[CH:7][CH:6]=1.C=O.S(=O)(=O)(O)O.[C:19](=[O:22])([O-])O.[Na+].O. The yield is 0.230. No catalyst specified. (2) The reactants are ClCCl.[NH:4]1[C:14]2[C:9](=[CH:10][CH:11]=[CH:12][CH:13]=2)[C:7](=[O:8])[C:5]1=[O:6].[S:15]1[CH:19]=[CH:18][C:17](B(O)O)=[CH:16]1.C(N(CC)CC)C. The catalyst is C(OC(=O)C)(=O)C.C(N(CC)CC)C.O.C([O-])(=O)C.[Cu+2].C([O-])(=O)C.C([O-])(=O)C.[Cu+2].C([O-])(=O)C. The product is [S:15]1[CH:19]=[CH:18][C:17]([N:4]2[C:14]3[C:9](=[CH:10][CH:11]=[CH:12][CH:13]=3)[C:7](=[O:8])[C:5]2=[O:6])=[CH:16]1. The yield is 0.330. (3) The reactants are [CH3:1][N:2]([CH3:28])[C:3]([C:5]1[N:22]([CH:23]2[CH2:27][CH2:26][CH2:25][CH2:24]2)[C:8]2[N:9]=[C:10]([NH:13][C:14]3[CH:19]=[CH:18][C:17]([CH2:20][OH:21])=[CH:16][N:15]=3)[N:11]=[CH:12][C:7]=2[CH:6]=1)=[O:4]. The catalyst is ClCCl.CO.O=[Mn]=O. The product is [CH3:1][N:2]([CH3:28])[C:3]([C:5]1[N:22]([CH:23]2[CH2:27][CH2:26][CH2:25][CH2:24]2)[C:8]2[N:9]=[C:10]([NH:13][C:14]3[CH:19]=[CH:18][C:17]([CH:20]=[O:21])=[CH:16][N:15]=3)[N:11]=[CH:12][C:7]=2[CH:6]=1)=[O:4]. The yield is 0.850. (4) The reactants are [NH:1]1[C:9]2[CH:8]=[CH:7][CH:6]=[C:5]([NH2:10])[C:4]=2[CH:3]=[N:2]1.Cl[C:12]1[C:21]([C:22]2[CH:27]=[C:26]([S:28][CH3:29])[N:25]=[C:24]([CH3:30])[N:23]=2)=[N:20][C:19]2[C:14](=[CH:15][CH:16]=[CH:17][CH:18]=2)[N:13]=1.C(O)C.N. The catalyst is Cl.CO.C(Cl)Cl. The product is [NH:1]1[C:9]2[C:4](=[C:5]([NH:10][C:12]3[C:21]([C:22]4[CH:27]=[C:26]([S:28][CH3:29])[N:25]=[C:24]([CH3:30])[N:23]=4)=[N:20][C:19]4[C:14](=[CH:15][CH:16]=[CH:17][CH:18]=4)[N:13]=3)[CH:6]=[CH:7][CH:8]=2)[CH:3]=[N:2]1. The yield is 0.455. (5) The reactants are S(=O)(=O)(O)O.[F:6][C:7]1[CH:8]=[CH:9][CH:10]=[C:11]2[C:16]=1[N:15]=[C:14]([CH3:17])[CH:13]=[CH:12]2.[NH4+].[NH4+].[O-]S(OOS([O-])(=O)=O)(=O)=O.[OH2:30].[CH3:31]O. The product is [F:6][C:7]1[CH:8]=[CH:9][CH:10]=[C:11]2[C:16]=1[N:15]=[C:14]([CH3:17])[CH:13]=[C:12]2[CH2:31][OH:30]. No catalyst specified. The yield is 0.320. (6) The reactants are [CH2:1]([O:3][CH2:4][CH2:5][O:6][C:7]1[CH:12]=[CH:11][C:10]([C:13]2[C:18]([O:19][CH:20]([CH3:22])[CH3:21])=[CH:17][CH:16]=[C:15]([CH2:23][OH:24])[CH:14]=2)=[CH:9][CH:8]=1)[CH3:2]. The catalyst is O1CCCC1.[O-2].[O-2].[Mn+4]. The product is [CH2:1]([O:3][CH2:4][CH2:5][O:6][C:7]1[CH:8]=[CH:9][C:10]([C:13]2[C:18]([O:19][CH:20]([CH3:21])[CH3:22])=[CH:17][CH:16]=[C:15]([CH:23]=[O:24])[CH:14]=2)=[CH:11][CH:12]=1)[CH3:2]. The yield is 0.810.